From a dataset of Peptide-MHC class II binding affinity with 134,281 pairs from IEDB. Regression. Given a peptide amino acid sequence and an MHC pseudo amino acid sequence, predict their binding affinity value. This is MHC class II binding data. The peptide sequence is SQDLELSWNLNMLQAY. The MHC is DRB1_0401 with pseudo-sequence DRB1_0401. The binding affinity (normalized) is 0.654.